This data is from Experimentally validated miRNA-target interactions with 360,000+ pairs, plus equal number of negative samples. The task is: Binary Classification. Given a miRNA mature sequence and a target amino acid sequence, predict their likelihood of interaction. (1) The miRNA is hsa-miR-6787-5p with sequence UGGCGGGGGUAGAGCUGGCUGC. The protein sequence of the target gene is MLDMGDRKEVKMIPKSSFSINSLVPEAVQNDNHHASHGHHNSHHPQHHHHHHHHHHPPPPAPQPPPPPPQQQQQQPPPAPQPPQARGAPAADDDKGPQPLLLPPSTALDGAKADALGAKGEPGGGPAELAPVGPDEKEKGAGAGGEEKKGAGEGGKDGEGGKEGDKKNGKYEKPPFSYNALIMMAIRQSPEKRLTLNGIYEFIMKNFPYYRENKQGWQNSIRHNLSLNKCFVKVPRHYDDPGKGNYWMLDPSSDDVFIGGTTGKLRRRSTTSRAKLAFKRGARLTSTGLTFMDRAGSLYW.... Result: 0 (no interaction). (2) The miRNA is hsa-miR-7154-3p with sequence AGGAGGACAAGUUGUGGGAU. The protein sequence of the target gene is MFENLNTALTPKLQASRSFPHLSKPVAPGSAPLGSGEPGGPGLWVGSSQHLKNLGKAMGAKVNDFLRRKEPSSLGSVGVTEINKTAGAQLASGTDAAPEAWLEDERSVLQETFPRLDPPPPITRKRTPRALKTTQDMLISSQPVLSSLEYGTEPSPGQAQDSAPTAQPDVPADASQPEATMEREERGKVLPNGEVSLSVPDLIHKDSQDESKLKMTECRRASSPSLIERNGFKLSLSPISLAESWEDGSPPPQARTSSLDNEGPHPDLLSFE. Result: 1 (interaction). (3) The miRNA is hsa-miR-4735-5p with sequence CCUAAUUUGAACACCUUCGGUA. The protein sequence of the target gene is MAGSPELVVLDPPWDKELAAGTESQALVSATPREDFRVRCTSKRAVTEMLQLCGRFVQKLGDALPEEIREPALRDAQWTFESAVQENISINGQAWQEASDNCFMDSDIKVLEDQFDEIIVDIATKRKQYPRKILECVIKTIKAKQEILKQYHPVVHPLDLKYDPDPAPHMENLKCRGETVAKEISEAMKSLPALIEQGEGFSQVLRMQPVIHLQRIHQEVFSSCHRKPDAKPENFITQIETTPTETASRKTSDMVLKRKQTKDCPQRKWYPLRPKKINLDT. Result: 1 (interaction).